Predict the reaction yield, written as a fraction of the theoretical maximum amount of product (1.0 means a 100% yield; for example, 0.34 means a 34% yield). From a dataset of Reaction yield outcomes from USPTO patents with 853,638 reactions. (1) The yield is 0.930. The catalyst is C1(C)C=CC=CC=1. The reactants are Br[C:2]1[CH:7]=[CH:6][C:5]([O:8][CH3:9])=[CH:4][CH:3]=1.ClC1C=CC(OC)=CC=1.IC1C=CC(OC)=CC=1.[CH3:28][NH:29][C:30]1[CH:35]=[CH:34][CH:33]=[CH:32][CH:31]=1.CC([O-])(C)C.[Na+]. The product is [CH3:9][O:8][C:5]1[CH:6]=[CH:7][C:2]([N:29]([CH3:28])[C:30]2[CH:35]=[CH:34][CH:33]=[CH:32][CH:31]=2)=[CH:3][CH:4]=1. (2) The reactants are [CH3:1][C:2]1[CH:3]=[C:4]([CH:27]=[CH:28][C:29]=1[CH3:30])[CH2:5][N:6]1[C:10]([CH3:11])=[C:9]([CH2:12][CH2:13][CH2:14][C:15]2[CH:20]=[CH:19][C:18]([O:21]C)=[CH:17][CH:16]=2)[N:8]([CH2:23][CH2:24][CH3:25])[C:7]1=[O:26].B(Br)(Br)Br. The catalyst is C(Cl)Cl.CCOCC. The product is [CH3:1][C:2]1[CH:3]=[C:4]([CH:27]=[CH:28][C:29]=1[CH3:30])[CH2:5][N:6]1[C:10]([CH3:11])=[C:9]([CH2:12][CH2:13][CH2:14][C:15]2[CH:16]=[CH:17][C:18]([OH:21])=[CH:19][CH:20]=2)[N:8]([CH2:23][CH2:24][CH3:25])[C:7]1=[O:26]. The yield is 1.00. (3) The reactants are Br[CH2:2][C:3]#[CH:4].C(=O)([O-])[O-].[Cs+].[Cs+].[CH3:11][N:12]1[CH2:18][CH2:17][CH2:16][NH:15][CH2:14][CH2:13]1. The catalyst is CC(C)=O. The product is [CH3:11][N:12]1[CH2:4][CH2:3][CH2:2][N:15]([CH2:16][C:17]#[CH:18])[CH2:14][CH2:13]1. The yield is 0.610. (4) The product is [F:1][C:2]1[CH:24]=[N:23][C:5]2[NH:6][C:7]3[CH:12]=[N:11][C:10]([C:13]#[N:14])=[CH:9][C:8]=3[C:4]=2[C:3]=1[N:25]1[CH2:29][CH2:28][C@H:27]([NH:30][CH2:38][CH3:39])[CH2:26]1. The yield is 0.300. The catalyst is O1CCOCC1. The reactants are [F:1][C:2]1[CH:24]=[N:23][C:5]2[N:6](COCC[Si](C)(C)C)[C:7]3[CH:12]=[N:11][C:10]([C:13]#[N:14])=[CH:9][C:8]=3[C:4]=2[C:3]=1[N:25]1[CH2:29][CH2:28][C@H:27]([N:30]([CH2:38][CH3:39])C(=O)OC(C)(C)C)[CH2:26]1.Br.[OH-].[Na+].Cl. (5) The reactants are Br[C:2]1[CH:7]=[CH:6][C:5]([S:8]([N:11]([CH3:13])[CH3:12])(=[O:10])=[O:9])=[CH:4][CH:3]=1.C(N(CC)CC)C.[C:21]([C:23]1[CH:30]=[CH:29][CH:28]=[CH:27][C:24]=1[CH:25]=[O:26])#[CH:22].C(OCC)(=O)C. The catalyst is C(#N)C.[Cu]I. The product is [CH:25]([C:24]1[CH:27]=[CH:28][CH:29]=[CH:30][C:23]=1[C:21]#[C:22][C:2]1[CH:7]=[CH:6][C:5]([S:8]([N:11]([CH3:13])[CH3:12])(=[O:10])=[O:9])=[CH:4][CH:3]=1)=[O:26]. The yield is 0.630. (6) The reactants are [CH3:1][O:2][C:3]1[CH:8]=[CH:7][CH:6]=[CH:5][N:4]=1.C([O-])(=O)C.[Na+].[Br:14]Br.[OH-].[Na+]. The catalyst is C(O)(=O)C.O. The product is [Br:14][C:6]1[CH:7]=[CH:8][C:3]([O:2][CH3:1])=[N:4][CH:5]=1. The yield is 0.513. (7) The reactants are [Cl:1][C:2]1[N:3]=[CH:4][CH:5]=[C:6]2[CH:10]=[C:9]([C:11]([OH:13])=O)[NH:8][C:7]=12.C(N1C=CN=C1)(N1C=CN=C1)=O.[CH2:26]([NH2:33])[C:27]1[CH:32]=[CH:31][CH:30]=[CH:29][CH:28]=1.O. The catalyst is CN(C)C=O. The product is [CH2:26]([NH:33][C:11]([C:9]1[NH:8][C:7]2=[C:2]([Cl:1])[N:3]=[CH:4][CH:5]=[C:6]2[CH:10]=1)=[O:13])[C:27]1[CH:32]=[CH:31][CH:30]=[CH:29][CH:28]=1. The yield is 0.270. (8) The reactants are C([O-])([O-])=O.[K+].[K+].C([O:10][C:11]1[CH:16]=[CH:15][CH:14]=[C:13]([CH2:17][O:18][C:19]2[CH:24]=[CH:23][CH:22]=[C:21]([C:25]([NH2:27])=[O:26])[CH:20]=2)[CH:12]=1)(=O)C.Cl.CCOCC. The catalyst is O. The product is [OH:10][C:11]1[CH:12]=[C:13]([CH:14]=[CH:15][CH:16]=1)[CH2:17][O:18][C:19]1[CH:20]=[C:21]([C:25]([NH2:27])=[O:26])[CH:22]=[CH:23][CH:24]=1. The yield is 0.460. (9) The reactants are [CH3:1][C:2]([CH3:23])([CH3:22])[C:3]([O:5][CH2:6][C:7]1[NH:16][C:15](=[O:17])[C:14]2[C:9](=[CH:10][C:11]3[CH2:20][CH2:19][C:18](=O)[C:12]=3[CH:13]=2)[N:8]=1)=[O:4].[NH2:24][C:25]1[CH:37]=[CH:36][C:28]([C:29]([O:31][C:32]([CH3:35])([CH3:34])[CH3:33])=[O:30])=[CH:27][CH:26]=1.[B][B][B][B][B][B][B][B][B][B]. The catalyst is CO.C(Cl)Cl. The product is [CH3:22][C:2]([CH3:23])([CH3:1])[C:3]([O:5][CH2:6][C:7]1[NH:16][C:15](=[O:17])[C:14]2[C:9](=[CH:10][C:11]3[CH2:20][CH2:19][CH:18]([NH:24][C:25]4[CH:37]=[CH:36][C:28]([C:29]([O:31][C:32]([CH3:33])([CH3:34])[CH3:35])=[O:30])=[CH:27][CH:26]=4)[C:12]=3[CH:13]=2)[N:8]=1)=[O:4]. The yield is 0.580.